From a dataset of Forward reaction prediction with 1.9M reactions from USPTO patents (1976-2016). Predict the product of the given reaction. (1) Given the reactants CN1CC[O:5][CH2:4][CH2:3]1.[C:8]([O:12][C:13](=[O:31])[CH2:14][C:15]1(CC(O)=O)[C:21]2[CH:22]=[CH:23][CH:24]=[CH:25][C:20]=2[NH:19][C:18](=[O:26])[CH2:17][CH2:16]1)([CH3:11])([CH3:10])[CH3:9].Cl.Cl.[NH2:34][CH2:35][C:36]1[S:40][C:39]([NH:41][C:42]([NH2:44])=[NH:43])=[N:38][CH:37]=1.[B-](F)(F)(F)F.CCOC(C(C#N)=NOC(N(C)C)=[N+](C)C)=O.NCCCCC1N=C2C(CCCN2)=CC=1, predict the reaction product. The product is: [NH2:43][C:42]([NH:41][C:39]1[S:40][C:36]([CH2:35][NH:34][C:4](=[O:5])[CH2:3][N:19]2[C:20]3[CH:25]=[CH:24][CH:23]=[CH:22][C:21]=3[CH:15]([CH2:14][C:13]([O:12][C:8]([CH3:10])([CH3:9])[CH3:11])=[O:31])[CH2:16][CH2:17][C:18]2=[O:26])=[CH:37][N:38]=1)=[NH:44]. (2) Given the reactants CO[C:3](=[O:22])[C:4]1[CH:9]=[C:8]([C:10]2[N:11]([CH2:15][CH3:16])[N:12]=[CH:13][CH:14]=2)[C:7]([C:17]([F:20])([F:19])[F:18])=[CH:6][C:5]=1[NH2:21].ClC(Cl)(O[C:27](=[O:33])OC(Cl)(Cl)Cl)Cl.C(N(CC)CC)C.[CH3:42][S:43]([NH:46][NH2:47])(=[O:45])=[O:44].[OH-].[Na+], predict the reaction product. The product is: [CH2:15]([N:11]1[C:10]([C:8]2[CH:9]=[C:4]3[C:5](=[CH:6][C:7]=2[C:17]([F:20])([F:18])[F:19])[NH:21][C:27](=[O:33])[N:47]([NH:46][S:43]([CH3:42])(=[O:45])=[O:44])[C:3]3=[O:22])=[CH:14][CH:13]=[N:12]1)[CH3:16].